This data is from Peptide-MHC class II binding affinity with 134,281 pairs from IEDB. The task is: Regression. Given a peptide amino acid sequence and an MHC pseudo amino acid sequence, predict their binding affinity value. This is MHC class II binding data. The peptide sequence is AAACAGTTVYGAFAA. The MHC is HLA-DPA10103-DPB10601 with pseudo-sequence HLA-DPA10103-DPB10601. The binding affinity (normalized) is 0.186.